Dataset: Forward reaction prediction with 1.9M reactions from USPTO patents (1976-2016). Task: Predict the product of the given reaction. (1) Given the reactants [Cl:1][C:2]1[CH:3]=[C:4]2[C:9](=[CH:10][CH:11]=1)[CH2:8][NH:7][CH2:6][CH2:5]2.[CH:12]([S:15][C:16]1[CH:24]=[CH:23][C:22]([S:25]([CH3:28])(=[O:27])=[O:26])=[CH:21][C:17]=1[C:18](O)=[O:19])([CH3:14])[CH3:13], predict the reaction product. The product is: [Cl:1][C:2]1[CH:3]=[C:4]2[C:9](=[CH:10][CH:11]=1)[CH2:8][N:7]([C:18]([C:17]1[CH:21]=[C:22]([S:25]([CH3:28])(=[O:27])=[O:26])[CH:23]=[CH:24][C:16]=1[S:15][CH:12]([CH3:14])[CH3:13])=[O:19])[CH2:6][CH2:5]2. (2) Given the reactants [F:1][C:2]([F:21])([F:20])[C:3]1[CH:8]=[CH:7][CH:6]=[CH:5][C:4]=1[C:9]1[CH:18]=[C:17]2[C:12]([C:13](O)=[CH:14][CH:15]=[N:16]2)=[CH:11][CH:10]=1.O=P(Cl)(Cl)[Cl:24], predict the reaction product. The product is: [Cl:24][C:13]1[C:12]2[C:17](=[CH:18][C:9]([C:4]3[CH:5]=[CH:6][CH:7]=[CH:8][C:3]=3[C:2]([F:21])([F:20])[F:1])=[CH:10][CH:11]=2)[N:16]=[CH:15][CH:14]=1. (3) Given the reactants C(OC([NH:8][C@@H:9]1[CH2:17][C:16]2[C:11](=[CH:12][CH:13]=[CH:14][CH:15]=2)[C@H:10]1[C:18]([CH2:27][CH2:28][O:29][CH3:30])([C:23]([O:25][CH3:26])=[O:24])[C:19]([O:21][CH3:22])=[O:20])=O)(C)(C)C.[ClH:31], predict the reaction product. The product is: [ClH:31].[NH2:8][C@@H:9]1[CH2:17][C:16]2[C:11](=[CH:12][CH:13]=[CH:14][CH:15]=2)[C@H:10]1[C:18]([CH2:27][CH2:28][O:29][CH3:30])([C:23]([O:25][CH3:26])=[O:24])[C:19]([O:21][CH3:22])=[O:20]. (4) Given the reactants [CH:1]1([N:6]2[C:11]3[N:12]=[C:13](S(C)=O)[N:14]=[CH:15][C:10]=3[CH:9]=[C:8]([F:19])[C:7]2=[O:20])[CH2:5][CH2:4][CH2:3][CH2:2]1.[C:21]([O:25][C:26]([N:28]1[CH2:33][CH2:32][N:31]([C:34]2[CH:35]=[N:36][C:37]([NH2:40])=[CH:38][CH:39]=2)[CH2:30][CH2:29]1)=[O:27])([CH3:24])([CH3:23])[CH3:22], predict the reaction product. The product is: [C:21]([O:25][C:26]([N:28]1[CH2:33][CH2:32][N:31]([C:34]2[CH:35]=[N:36][C:37]([NH:40][C:13]3[N:14]=[CH:15][C:10]4[CH:9]=[C:8]([F:19])[C:7](=[O:20])[N:6]([CH:1]5[CH2:5][CH2:4][CH2:3][CH2:2]5)[C:11]=4[N:12]=3)=[CH:38][CH:39]=2)[CH2:30][CH2:29]1)=[O:27])([CH3:24])([CH3:22])[CH3:23]. (5) Given the reactants Cl[C:2]1[CH2:7][CH2:6][CH2:5][CH2:4][C:3]=1[CH:8]=[CH:9][C:10]([O:12][CH2:13][CH3:14])=[O:11].[N-:15]=[N+]=[N-].[Na+], predict the reaction product. The product is: [NH:15]1[C:2]2[CH2:7][CH2:6][CH2:5][CH2:4][C:3]=2[CH:8]=[C:9]1[C:10]([O:12][CH2:13][CH3:14])=[O:11]. (6) The product is: [F:5][C:6]1[CH:7]=[C:8]([C:13]2[N:14]=[C:15]3[CH2:30][CH2:29][CH2:28][NH:27][C:16]3=[N:17][C:18]=2[C:19]2[CH:24]=[CH:23][C:22]([CH3:25])=[C:21]([F:26])[CH:20]=2)[CH:9]=[CH:10][C:11]=1[CH3:12]. Given the reactants C([O-])=O.[NH4+].[F:5][C:6]1[CH:7]=[C:8]([C:13]2[N:14]=[C:15]3[CH:30]=[CH:29][CH:28]=[N:27][C:16]3=[N:17][C:18]=2[C:19]2[CH:24]=[CH:23][C:22]([CH3:25])=[C:21]([F:26])[CH:20]=2)[CH:9]=[CH:10][C:11]=1[CH3:12], predict the reaction product.